Task: Predict the reactants needed to synthesize the given product.. Dataset: Full USPTO retrosynthesis dataset with 1.9M reactions from patents (1976-2016) Given the product [Si:1]([O:8][CH2:9][CH2:10][CH:11]([NH:12][C:55]([N:38]1[CH2:39][CH2:40][C:34]2[CH:33]=[N:32][C:31]([NH:30][CH:27]([CH3:26])[CH3:28])=[N:36][C:35]=2[CH2:37]1)=[O:56])[C:13]1[CH:18]=[CH:17][C:16]([C:19]([F:21])([F:20])[F:22])=[C:15]([F:23])[CH:14]=1)([C:4]([CH3:6])([CH3:7])[CH3:5])([CH3:3])[CH3:2], predict the reactants needed to synthesize it. The reactants are: [Si:1]([O:8][CH2:9][CH2:10][CH:11]([C:13]1[CH:18]=[CH:17][C:16]([C:19]([F:22])([F:21])[F:20])=[C:15]([F:23])[CH:14]=1)[NH2:12])([C:4]([CH3:7])([CH3:6])[CH3:5])([CH3:3])[CH3:2].O1C[CH2:28][CH:27]([NH:30][C:31]2[N:32]=[CH:33][C:34]3[CH2:40][CH2:39][NH:38][CH2:37][C:35]=3[N:36]=2)[CH2:26]C1.Cl.ClC1C=C(C(C2[O:56][CH:55]=NC=2)N)C=CC=1Cl.